Predict which catalyst facilitates the given reaction. From a dataset of Catalyst prediction with 721,799 reactions and 888 catalyst types from USPTO. (1) The catalyst class is: 6. Product: [CH2:1]([C:3]1[CH:8]=[C:7]([CH3:9])[CH:6]=[C:5]([CH2:10][CH3:11])[C:4]=1[C:12](=[O:24])[C:13]([N:15]([CH3:25])[N:16]=[CH:17][C:18]1[CH:19]=[CH:20][CH:21]=[CH:22][CH:23]=1)=[O:14])[CH3:2].[CH2:1]([C:3]1[CH:8]=[C:7]([CH3:9])[CH:6]=[C:5]([CH2:10][CH3:11])[C:4]=1[C:12](=[O:24])[C:13](=[N:15][N:16]=[CH:17][C:18]1[CH:19]=[CH:20][CH:21]=[CH:22][CH:23]=1)[O:14][CH3:32])[CH3:2]. Reactant: [CH2:1]([C:3]1[CH:8]=[C:7]([CH3:9])[CH:6]=[C:5]([CH2:10][CH3:11])[C:4]=1[C:12](=[O:24])[C:13]([NH:15][N:16]=[CH:17][C:18]1[CH:23]=[CH:22][CH:21]=[CH:20][CH:19]=1)=[O:14])[CH3:2].[CH2:25](C(C)=O)C(C)C.[C:32](=O)([O-])[O-].[K+].[K+].S(OC)(OC)(=O)=O. (2) Reactant: [CH3:1][N:2]([CH3:16])[CH2:3][C@H:4]([CH3:15])[C:5]([C:7]1[CH:12]=[CH:11][CH:10]=[C:9]([O:13][CH3:14])[CH:8]=1)=[O:6].C[Mg]Cl.[CH2:20]1COC[CH2:21]1.[Cl-].[NH4+]. Product: [CH3:16][N:2]([CH3:1])[CH2:3][C@H:4]([CH3:15])[C:5]([C:7]1[CH:12]=[CH:11][CH:10]=[C:9]([O:13][CH3:14])[CH:8]=1)([OH:6])[CH2:20][CH3:21]. The catalyst class is: 27. (3) Reactant: [Cl:1][C:2]1[N:7]=[C:6](Cl)[C:5]([CH:9]=O)=[C:4]([Cl:11])[N:3]=1.Cl.[CH:13]([NH:16][NH2:17])([CH3:15])[CH3:14].C(N(CC)CC)C. Product: [Cl:11][C:4]1[N:3]=[C:2]([Cl:1])[N:7]=[C:6]2[N:16]([CH:13]([CH3:15])[CH3:14])[N:17]=[CH:9][C:5]=12. The catalyst class is: 8. (4) Reactant: [F:1][C:2]1[CH:11]=[CH:10][C:5]([C:6]([NH:8][NH2:9])=O)=[CH:4][CH:3]=1.[C:12]([C:14]1[CH:19]=[CH:18][C:17]([C@@H:20]2[O:25][CH2:24][CH2:23][N:22]([C:26]([O:28][C:29]([CH3:32])([CH3:31])[CH3:30])=[O:27])[CH2:21]2)=[CH:16][CH:15]=1)#[N:13].C(=O)([O-])[O-].[K+].[K+]. Product: [F:1][C:2]1[CH:11]=[CH:10][C:5]([C:6]2[NH:8][N:9]=[C:12]([C:14]3[CH:15]=[CH:16][C:17]([C@@H:20]4[O:25][CH2:24][CH2:23][N:22]([C:26]([O:28][C:29]([CH3:32])([CH3:31])[CH3:30])=[O:27])[CH2:21]4)=[CH:18][CH:19]=3)[N:13]=2)=[CH:4][CH:3]=1. The catalyst class is: 51. (5) Reactant: Br[C:2]1[CH:3]=[C:4]2[C:9](=[CH:10][CH:11]=1)[N:8]=[CH:7][C:6]([C:12]([CH:14]1[CH2:16][CH2:15]1)=[O:13])=[C:5]2[NH:17][C@H:18]1[CH2:23][CH2:22][C@H:21]([CH2:24][N:25]2[CH2:29][CH2:28][CH2:27][CH2:26]2)[CH2:20][CH2:19]1.[Cl:30][C:31]1[CH:36]=[C:35](B2OC(C)(C)C(C)(C)O2)[CH:34]=[C:33]([F:46])[C:32]=1[OH:47].C([O-])([O-])=O.[Cs+].[Cs+].[ClH:54]. Product: [ClH:30].[ClH:54].[Cl:30][C:31]1[CH:36]=[C:35]([C:2]2[CH:3]=[C:4]3[C:9](=[CH:10][CH:11]=2)[N:8]=[CH:7][C:6]([C:12]([CH:14]2[CH2:15][CH2:16]2)=[O:13])=[C:5]3[NH:17][C@H:18]2[CH2:23][CH2:22][C@H:21]([CH2:24][N:25]3[CH2:29][CH2:28][CH2:27][CH2:26]3)[CH2:20][CH2:19]2)[CH:34]=[C:33]([F:46])[C:32]=1[OH:47]. The catalyst class is: 75.